From a dataset of Catalyst prediction with 721,799 reactions and 888 catalyst types from USPTO. Predict which catalyst facilitates the given reaction. (1) Product: [Br:1][C:2]1[CH:14]=[N:13][C:12]2[C:11]3[C:10]([O:23][CH2:22][CH:21]([F:24])[F:20])=[CH:9][CH:8]=[C:7]([S:16]([CH3:19])(=[O:18])=[O:17])[C:6]=3[NH:5][C:4]=2[CH:3]=1. Reactant: [Br:1][C:2]1[CH:14]=[N:13][C:12]2[C:11]3[C:10](F)=[CH:9][CH:8]=[C:7]([S:16]([CH3:19])(=[O:18])=[O:17])[C:6]=3[NH:5][C:4]=2[CH:3]=1.[F:20][CH:21]([F:24])[CH2:22][OH:23].CC([O-])(C)C.[K+]. The catalyst class is: 296. (2) Reactant: [NH2:1][CH:2]1[CH2:6][CH2:5][N:4]([C:7]2[CH:8]=[C:9]([NH:16][C:17]3[CH:22]=[CH:21][C:20]([O:23][CH3:24])=[C:19]([O:25][CH3:26])[N:18]=3)[C:10]3[N:11]([CH:13]=[CH:14][N:15]=3)[N:12]=2)[CH2:3]1.C[O:28][C:29]([C:31]1[CH:39]=[CH:38][C:34]([C:35](O)=[O:36])=[CH:33][CH:32]=1)=[O:30].CCN=C=NCCCN(C)C.C(N(CC)CC)C.CN1C=CN=C1. Product: [CH3:24][O:23][C:20]1[CH:21]=[CH:22][C:17]([NH:16][C:9]2[C:10]3[N:11]([CH:13]=[CH:14][N:15]=3)[N:12]=[C:7]([N:4]3[CH2:5][CH2:6][CH:2]([NH:1][C:35]([C:34]4[CH:38]=[CH:39][C:31]([C:29]([OH:30])=[O:28])=[CH:32][CH:33]=4)=[O:36])[CH2:3]3)[CH:8]=2)=[N:18][C:19]=1[O:25][CH3:26]. The catalyst class is: 4. (3) Reactant: Cl[C:2]1[CH:3]=[C:4]([C@@H:8]([C@@H:17]2[CH2:22][CH2:21][CH2:20][N:19]([C:23](=[O:36])[NH:24][C@H:25]([CH2:33][NH:34][CH3:35])[CH2:26][CH:27]3[CH2:32][CH2:31][CH2:30][CH2:29][CH2:28]3)[CH2:18]2)[O:9][CH2:10][CH2:11][NH:12][C:13](=[O:16])[O:14][CH3:15])[CH:5]=[CH:6][CH:7]=1. Product: [CH:27]1([CH2:26][C@H:25]([NH:24][C:23]([N:19]2[CH2:20][CH2:21][CH2:22][C@@H:17]([C@H:8]([C:4]3[CH:5]=[CH:6][CH:7]=[CH:2][CH:3]=3)[O:9][CH2:10][CH2:11][NH:12][C:13](=[O:16])[O:14][CH3:15])[CH2:18]2)=[O:36])[CH2:33][NH:34][CH3:35])[CH2:32][CH2:31][CH2:30][CH2:29][CH2:28]1. The catalyst class is: 19. (4) Reactant: Br[CH2:2][C:3]1[N:7]([CH3:8])[N:6]=[C:5]([N+:9]([O-:11])=[O:10])[CH:4]=1.[NH:12]1[CH2:15][CH2:14][CH2:13]1.C(N(C(C)C)CC)(C)C. Product: [N:12]1([CH2:2][C:3]2[N:7]([CH3:8])[N:6]=[C:5]([N+:9]([O-:11])=[O:10])[CH:4]=2)[CH2:15][CH2:14][CH2:13]1. The catalyst class is: 7. (5) Reactant: [F:1][C:2]([F:37])([F:36])[C:3]1[CH:4]=[C:5]([CH2:13][O:14][C@@H:15]2[CH2:21][CH2:20][C@@H:19]3[NH:22][C@@:16]2([C:30]2[CH:35]=[CH:34][CH:33]=[CH:32][CH:31]=2)[CH2:17][C@H:18]3[C:23]([O:25]C(C)(C)C)=[O:24])[CH:6]=[C:7]([C:9]([F:12])([F:11])[F:10])[CH:8]=1.[Cl:38]CCl.Cl. Product: [ClH:38].[F:37][C:2]([F:1])([F:36])[C:3]1[CH:4]=[C:5]([CH2:13][O:14][C@@H:15]2[CH2:21][CH2:20][C@@H:19]3[NH:22][C@@:16]2([C:30]2[CH:35]=[CH:34][CH:33]=[CH:32][CH:31]=2)[CH2:17][C@H:18]3[C:23]([OH:25])=[O:24])[CH:6]=[C:7]([C:9]([F:11])([F:12])[F:10])[CH:8]=1. The catalyst class is: 27.